From a dataset of Full USPTO retrosynthesis dataset with 1.9M reactions from patents (1976-2016). Predict the reactants needed to synthesize the given product. The reactants are: C(N(C(C)C)CC)(C)C.C1C=CC2N(O)N=NC=2C=1.FC(F)(F)C(O)=O.[Cl:27][CH2:28][CH2:29][CH2:30]/[C:31](=[CH:35]\[C:36]1[CH:41]=[CH:40][C:39]([N:42]2[CH:46]=[C:45]([CH3:47])[N:44]=[CH:43]2)=[C:38]([O:48][CH3:49])[CH:37]=1)/[C:32]([OH:34])=O.[F:50][C:51]1[CH:59]=[C:58]2[C:54]([CH2:55][CH2:56][CH:57]2[NH2:60])=[CH:53][C:52]=1[N:61]1[CH2:66][CH2:65][O:64][CH2:63][CH2:62]1. Given the product [F:50][C:51]1[CH:59]=[C:58]2[C:54]([CH2:55][CH2:56][CH:57]2[NH:60][C:32](=[O:34])/[C:31](=[CH:35]/[C:36]2[CH:41]=[CH:40][C:39]([N:42]3[CH:46]=[C:45]([CH3:47])[N:44]=[CH:43]3)=[C:38]([O:48][CH3:49])[CH:37]=2)/[CH2:30][CH2:29][CH2:28][Cl:27])=[CH:53][C:52]=1[N:61]1[CH2:66][CH2:65][O:64][CH2:63][CH2:62]1, predict the reactants needed to synthesize it.